Regression/Classification. Given a drug SMILES string, predict its absorption, distribution, metabolism, or excretion properties. Task type varies by dataset: regression for continuous measurements (e.g., permeability, clearance, half-life) or binary classification for categorical outcomes (e.g., BBB penetration, CYP inhibition). Dataset: rlm. From a dataset of Rat liver microsome stability data. The drug is Cc1noc(-c2ccc3c(c2)c2c(n3CCCOc3ccc(F)c(F)c3)CCCC2)n1. The result is 0 (unstable in rat liver microsomes).